Predict the reactants needed to synthesize the given product. From a dataset of Full USPTO retrosynthesis dataset with 1.9M reactions from patents (1976-2016). (1) Given the product [CH3:12][C:2]1[CH:3]=[CH:4][C:5]([S:8]([OH:11])(=[O:10])=[O:9])=[CH:6][CH:7]=1.[F:13][CH2:14][C@H:15]1[CH2:19][CH2:18][NH:17][CH2:16]1, predict the reactants needed to synthesize it. The reactants are: O.[C:2]1([CH3:12])[CH:7]=[CH:6][C:5]([S:8]([OH:11])(=[O:10])=[O:9])=[CH:4][CH:3]=1.[F:13][CH2:14][C@H:15]1[CH2:19][CH2:18][N:17](C(OC(C)(C)C)=O)[CH2:16]1. (2) Given the product [CH3:21][N:14]1[CH:15]=[C:10]([CH2:9][C:6]2[CH:7]=[N:8][C:3]([O:2][CH3:1])=[N:4][CH:5]=2)[C:11](=[O:20])[N:12]=[C:13]1[NH:16][N+:17]([O-:19])=[O:18], predict the reactants needed to synthesize it. The reactants are: [CH3:1][O:2][C:3]1[N:8]=[CH:7][C:6]([CH2:9][C:10]2[C:11](=[O:20])[N:12]=[C:13]([NH:16][N+:17]([O-:19])=[O:18])[NH:14][CH:15]=2)=[CH:5][N:4]=1.[CH3:21]I. (3) Given the product [C:15]([O:14][C:12]([N:2]1[CH:3]([C:7]([OH:9])=[O:8])[CH2:4][CH:5]2[CH:1]1[CH2:6]2)=[O:13])([CH3:18])([CH3:16])[CH3:17], predict the reactants needed to synthesize it. The reactants are: [CH:1]12[CH2:6][CH:5]1[CH2:4][C@H:3]([C:7]([O:9]CC)=[O:8])[N:2]2[C:12]([O:14][C:15]([CH3:18])([CH3:17])[CH3:16])=[O:13].O[Li].O. (4) Given the product [Cl:1][C:2]1[CH:3]=[N:4][C:5]([CH2:15][CH2:14][C:13]([O:12][CH2:10][CH3:11])=[O:17])=[N:6][CH:7]=1, predict the reactants needed to synthesize it. The reactants are: [Cl:1][C:2]1[CH:3]=[N:4][C:5](I)=[N:6][CH:7]=1.[Br-].[CH2:10]([O:12][C:13](=[O:17])[CH2:14][CH2:15][Zn+])[CH3:11]. (5) Given the product [F:1][C:2]1[CH:7]=[CH:6][CH:5]=[CH:4][C:3]=1[NH:8][C:9](=[O:10])[NH:11][C:12]1[CH:17]=[CH:16][C:15]([C:18]2[CH:22]=[C:21]([C:23]([N:25]3[CH2:29][CH2:28][CH2:27][C@H:26]3[C:30]([O:32][CH3:33])=[O:31])=[O:24])[O:20][N:19]=2)=[CH:14][CH:13]=1, predict the reactants needed to synthesize it. The reactants are: [F:1][C:2]1[CH:7]=[CH:6][CH:5]=[CH:4][C:3]=1[N:8]=[C:9]=[O:10].[NH2:11][C:12]1[CH:17]=[CH:16][C:15]([C:18]2[CH:22]=[C:21]([C:23]([N:25]3[CH2:29][CH2:28][CH2:27][C@H:26]3[C:30]([O:32][CH3:33])=[O:31])=[O:24])[O:20][N:19]=2)=[CH:14][CH:13]=1.